From a dataset of NCI-60 drug combinations with 297,098 pairs across 59 cell lines. Regression. Given two drug SMILES strings and cell line genomic features, predict the synergy score measuring deviation from expected non-interaction effect. (1) Drug 1: CC1=C(C(CCC1)(C)C)C=CC(=CC=CC(=CC(=O)O)C)C. Drug 2: COC1=NC(=NC2=C1N=CN2C3C(C(C(O3)CO)O)O)N. Cell line: NCI-H322M. Synergy scores: CSS=-2.67, Synergy_ZIP=5.01, Synergy_Bliss=4.64, Synergy_Loewe=-3.35, Synergy_HSA=-3.87. (2) Cell line: OVCAR3. Synergy scores: CSS=49.3, Synergy_ZIP=-2.78, Synergy_Bliss=-3.10, Synergy_Loewe=-10.9, Synergy_HSA=-0.185. Drug 2: C1=NC2=C(N1)C(=S)N=CN2. Drug 1: C1C(C(OC1N2C=NC3=C(N=C(N=C32)Cl)N)CO)O. (3) Drug 1: CCC1(CC2CC(C3=C(CCN(C2)C1)C4=CC=CC=C4N3)(C5=C(C=C6C(=C5)C78CCN9C7C(C=CC9)(C(C(C8N6C=O)(C(=O)OC)O)OC(=O)C)CC)OC)C(=O)OC)O.OS(=O)(=O)O. Drug 2: C#CCC(CC1=CN=C2C(=N1)C(=NC(=N2)N)N)C3=CC=C(C=C3)C(=O)NC(CCC(=O)O)C(=O)O. Cell line: HCC-2998. Synergy scores: CSS=60.4, Synergy_ZIP=-2.14, Synergy_Bliss=-5.16, Synergy_Loewe=-12.2, Synergy_HSA=0.415.